From a dataset of TCR-epitope binding with 47,182 pairs between 192 epitopes and 23,139 TCRs. Binary Classification. Given a T-cell receptor sequence (or CDR3 region) and an epitope sequence, predict whether binding occurs between them. (1) The epitope is PROT_97E67BCC. The TCR CDR3 sequence is CASSPSARGNQPQHF. Result: 1 (the TCR binds to the epitope). (2) The epitope is YLDAYNMMI. The TCR CDR3 sequence is CASSEMGAGTDTQYF. Result: 0 (the TCR does not bind to the epitope). (3) The epitope is FIAGLIAIV. The TCR CDR3 sequence is CASSHVPGQGTNEKLFF. Result: 1 (the TCR binds to the epitope). (4) The epitope is SEPVLKGVKL. The TCR CDR3 sequence is CASSLGTSGSYEQYF. Result: 0 (the TCR does not bind to the epitope).